This data is from Catalyst prediction with 721,799 reactions and 888 catalyst types from USPTO. The task is: Predict which catalyst facilitates the given reaction. (1) Reactant: [Cl:1][C:2]1[CH:3]=[N:4][C:5]2[C:10]([CH:11]=1)=[CH:9][C:8]([CH2:12][C:13]1[CH:14]=[C:15]([CH:19]=[C:20]([CH3:22])[N:21]=1)[C:16]([OH:18])=O)=[CH:7][CH:6]=2.Cl.[NH2:24][CH2:25][C:26]1[CH:27]=[CH:28][C:29]([NH2:33])=[N:30][C:31]=1[CH3:32].[CH3:34]N(C(ON1N=NC2C=CC=NC1=2)=[N+](C)C)C.F[P-](F)(F)(F)(F)F.CCN(C(C)C)C(C)C. Product: [NH2:33][C:29]1[N:30]=[C:31]([CH3:32])[C:26]([CH2:25][NH:24][C:16](=[O:18])[C:15]2[CH:19]=[C:20]([CH3:22])[N:21]=[C:13]([CH2:12][C:8]3[CH:9]=[C:10]4[C:5](=[CH:6][CH:7]=3)[N:4]=[CH:3][C:2]([Cl:1])=[CH:11]4)[CH:14]=2)=[C:27]([CH3:34])[CH:28]=1. The catalyst class is: 18. (2) Reactant: [CH3:1][O:2][C:3]1[CH:4]=[C:5]2[C:10](=[CH:11][C:12]=1[O:13][CH3:14])[N:9]=[CH:8][CH:7]=[C:6]2[O:15][C:16]1[CH:22]=[CH:21][C:19]([NH2:20])=[CH:18][C:17]=1[F:23].C(O)C.[C:27]1([C:33]([N:35]=[C:36]=[S:37])=[O:34])[CH:32]=[CH:31][CH:30]=[CH:29][CH:28]=1. Product: [C:33]([NH:35][C:36]([NH:20][C:19]1[CH:21]=[CH:22][C:16]([O:15][C:6]2[C:5]3[C:10](=[CH:11][C:12]([O:13][CH3:14])=[C:3]([O:2][CH3:1])[CH:4]=3)[N:9]=[CH:8][CH:7]=2)=[C:17]([F:23])[CH:18]=1)=[S:37])(=[O:34])[C:27]1[CH:32]=[CH:31][CH:30]=[CH:29][CH:28]=1. The catalyst class is: 11.